From a dataset of Catalyst prediction with 721,799 reactions and 888 catalyst types from USPTO. Predict which catalyst facilitates the given reaction. (1) Reactant: [CH3:1][C:2]1([CH3:19])[N:6]([C:7]([O:9][C:10]([CH3:13])([CH3:12])[CH3:11])=[O:8])[C@@H:5]([C@@H:14]([CH2:16][CH:17]=O)[CH3:15])[CH2:4][O:3]1.C(N1CCC(N)CC1)(C)C.C(O[BH-](OC(=O)C)OC(=O)C)(=O)C.[Na+].C(=O)([O-])[O-].[Na+].[Na+].[C:50](Cl)([O:52][CH2:53][C:54]1[CH:59]=[CH:58][CH:57]=[CH:56][CH:55]=1)=[O:51]. Product: [CH2:53]([O:52][C:50]([CH2:17][CH2:16][C@H:14]([C@H:5]1[CH2:4][O:3][C:2]([CH3:19])([CH3:1])[N:6]1[C:7]([O:9][C:10]([CH3:13])([CH3:12])[CH3:11])=[O:8])[CH3:15])=[O:51])[C:54]1[CH:59]=[CH:58][CH:57]=[CH:56][CH:55]=1. The catalyst class is: 20. (2) Reactant: CC1(C)C(C)(C)OB([C:9]2[CH:14]=[CH:13][C:12]([C:15]([F:18])([F:17])[F:16])=[CH:11][CH:10]=2)O1.Br[C:21]1[CH:22]=[CH:23][C:24]([F:29])=[C:25]([CH:28]=1)[C:26]#[N:27].C(=O)([O-])[O-].[K+].[K+].O. Product: [F:29][C:24]1[CH:23]=[CH:22][C:21]([C:9]2[CH:10]=[CH:11][C:12]([C:15]([F:16])([F:17])[F:18])=[CH:13][CH:14]=2)=[CH:28][C:25]=1[C:26]#[N:27]. The catalyst class is: 128. (3) Reactant: [CH:1]1([NH2:4])[CH2:3][CH2:2]1.C(N(CC)CC)C.[F:12][C:13]1[CH:18]=[C:17]([S:19][C:20]([F:23])([F:22])[F:21])[CH:16]=[CH:15][C:14]=1[N:24]([CH3:28])[C:25](Cl)=[O:26]. Product: [CH:1]1([NH:4][C:25](=[O:26])[N:24]([C:14]2[CH:15]=[CH:16][C:17]([S:19][C:20]([F:21])([F:22])[F:23])=[CH:18][C:13]=2[F:12])[CH3:28])[CH2:3][CH2:2]1. The catalyst class is: 282. (4) Reactant: [CH3:1][O:2][C:3](=[O:43])[CH2:4][C:5]1[CH:10]=[CH:9][CH:8]=[CH:7][C:6]=1[C:11]#[C:12][C:13]1[C:18]([C:19]([F:22])([F:21])[F:20])=[CH:17][N:16]=[C:15]([NH:23][C:24]2[CH:29]=[CH:28][C:27]([CH:30]3[CH2:35][CH2:34][CH2:33][N:32]([C:36]([O:38][C:39]([CH3:42])([CH3:41])[CH3:40])=[O:37])[CH2:31]3)=[CH:26][CH:25]=2)[N:14]=1.C(O)C.[H][H]. Product: [CH3:1][O:2][C:3](=[O:43])[CH2:4][C:5]1[CH:10]=[CH:9][CH:8]=[CH:7][C:6]=1[CH2:11][CH2:12][C:13]1[C:18]([C:19]([F:21])([F:22])[F:20])=[CH:17][N:16]=[C:15]([NH:23][C:24]2[CH:29]=[CH:28][C:27]([CH:30]3[CH2:35][CH2:34][CH2:33][N:32]([C:36]([O:38][C:39]([CH3:41])([CH3:42])[CH3:40])=[O:37])[CH2:31]3)=[CH:26][CH:25]=2)[N:14]=1. The catalyst class is: 99. (5) Reactant: Cl.[N:2]1[CH:7]=[CH:6][CH:5]=[CH:4][C:3]=1[C:8]([NH2:10])=[NH:9].C[O:12][CH:13]=[C:14]([C:19]#[C:20][Si:21]([CH3:24])([CH3:23])[CH3:22])[C:15](OC)=O.C(N(CC)CC)C. Product: [N:2]1[CH:7]=[CH:6][CH:5]=[CH:4][C:3]=1[C:8]1[N:10]=[C:13]([OH:12])[C:14]([C:19]#[C:20][Si:21]([CH3:24])([CH3:23])[CH3:22])=[CH:15][N:9]=1. The catalyst class is: 5.